From a dataset of Reaction yield outcomes from USPTO patents with 853,638 reactions. Predict the reaction yield, written as a fraction of the theoretical maximum amount of product (1.0 means a 100% yield; for example, 0.34 means a 34% yield). (1) The reactants are [Br:1][C:2]1[CH:3]=[CH:4][C:5]([OH:11])=[C:6]([C:8](=[O:10])[CH3:9])[CH:7]=1.CI.[C:14](=O)([O-])[O-].[K+].[K+]. The catalyst is CC(C)=O. The product is [Br:1][C:2]1[CH:3]=[CH:4][C:5]([O:11][CH3:14])=[C:6]([C:8](=[O:10])[CH3:9])[CH:7]=1. The yield is 0.940. (2) The reactants are [CH3:1][O:2][C:3]([C:5]1[N:6]=[C:7]([NH:10][C:11](=[O:45])[C@@H:12]([NH:20][C:21](=[O:44])[C@H:22]([NH2:43])[C:23]2[CH:28]=[CH:27][C:26]([O:29][CH2:30][C@H:31]([O:38][Si](C)(C)C)[CH2:32][O:33][Si](C)(C)C)=[CH:25][CH:24]=2)[CH2:13][C:14]2[CH:19]=[CH:18][CH:17]=[CH:16][CH:15]=2)[S:8][CH:9]=1)=[O:4].C(N(C(C)C)CC)(C)C.[O:55]=[C:56](Cl)OC(Cl)(Cl)Cl.Cl.C(=O)(O)[O-].[Na+]. The catalyst is ClCCl.C(OCC)(=O)C.O1CCCC1. The product is [CH3:1][O:2][C:3]([C:5]1[N:6]=[C:7]([NH:10][C:11](=[O:45])[C@@H:12]([N:20]2[C:21](=[O:44])[C@@H:22]([C:23]3[CH:28]=[CH:27][C:26]([O:29][CH2:30][C@H:31]([OH:38])[CH2:32][OH:33])=[CH:25][CH:24]=3)[NH:43][C:56]2=[O:55])[CH2:13][C:14]2[CH:19]=[CH:18][CH:17]=[CH:16][CH:15]=2)[S:8][CH:9]=1)=[O:4]. The yield is 0.420. (3) The reactants are [C:1]([C:3]1[C:4]([C:20]([F:23])([F:22])[F:21])=[C:5]2[C:9](=[CH:10][CH:11]=1)[N:8]([CH2:12][C:13](=[NH:16])[NH:14][OH:15])[C:7]([CH2:17][CH2:18][CH3:19])=[CH:6]2)#[N:2].[Cl:24][C:25]1[CH:33]=[CH:32][C:31]([S:34]([CH3:37])(=[O:36])=[O:35])=[CH:30][C:26]=1[C:27](O)=O.CN(C(ON1N=NC2C=CC=NC1=2)=[N+](C)C)C.F[P-](F)(F)(F)(F)F.C(N(CC)CC)C. The catalyst is CN(C=O)C. The product is [Cl:24][C:25]1[CH:33]=[CH:32][C:31]([S:34]([CH3:37])(=[O:36])=[O:35])=[CH:30][C:26]=1[C:27]1[O:15][N:14]=[C:13]([CH2:12][N:8]2[C:9]3[C:5](=[C:4]([C:20]([F:22])([F:23])[F:21])[C:3]([C:1]#[N:2])=[CH:11][CH:10]=3)[CH:6]=[C:7]2[CH2:17][CH2:18][CH3:19])[N:16]=1. The yield is 0.260. (4) The reactants are [CH2:1]([O:3][C:4]1[C:5]([F:32])=[C:6]([CH:30]=[O:31])[C:7]([C:10]2[C:11]([CH:28]=[O:29])=[C:12]([F:27])[C:13]([O:16][CH2:17][CH:18]3[CH2:23][CH2:22][CH:21]([CH2:24][CH2:25][CH3:26])[CH2:20][CH2:19]3)=[CH:14][CH:15]=2)=[CH:8][CH:9]=1)[CH3:2]. The catalyst is [Zn].[Cl-].[Zn+2].[Cl-].CN(C=O)C. The product is [CH2:1]([O:3][C:4]1[CH:9]=[CH:8][C:7]2[C:10]3[C:11](=[C:12]([F:27])[C:13]([O:16][CH2:17][CH:18]4[CH2:19][CH2:20][CH:21]([CH2:24][CH2:25][CH3:26])[CH2:22][CH2:23]4)=[CH:14][CH:15]=3)[CH:28]([OH:29])[CH:30]([OH:31])[C:6]=2[C:5]=1[F:32])[CH3:2]. The yield is 0.854. (5) The reactants are C(=O)([O-])[O-].[Na+].[Na+].Br[C:8]1[CH:9]=[N:10][C:11]([NH2:14])=[N:12][CH:13]=1.[C:15]([O:19][C:20]([C:22]1[CH:27]=[CH:26][C:25](B(O)O)=[CH:24][CH:23]=1)=[O:21])([CH3:18])([CH3:17])[CH3:16]. The catalyst is O.C(O)C.C1(C)C=CC=CC=1.CCOC(C)=O.C1C=CC([P]([Pd]([P](C2C=CC=CC=2)(C2C=CC=CC=2)C2C=CC=CC=2)([P](C2C=CC=CC=2)(C2C=CC=CC=2)C2C=CC=CC=2)[P](C2C=CC=CC=2)(C2C=CC=CC=2)C2C=CC=CC=2)(C2C=CC=CC=2)C2C=CC=CC=2)=CC=1. The product is [NH2:14][C:11]1[N:10]=[CH:9][C:8]([C:25]2[CH:26]=[CH:27][C:22]([C:20]([O:19][C:15]([CH3:16])([CH3:17])[CH3:18])=[O:21])=[CH:23][CH:24]=2)=[CH:13][N:12]=1. The yield is 0.866.